This data is from Catalyst prediction with 721,799 reactions and 888 catalyst types from USPTO. The task is: Predict which catalyst facilitates the given reaction. (1) Reactant: [Se:1]1[CH:5]=[CH:4][CH:3]=[C:2]1[C:6]1[Se:7][CH:8]=[CH:9][C:10]=1[C:11]1[Se:12][CH:13]=[CH:14][CH:15]=1.C1C(=O)N([Br:23])C(=O)C1. Product: [Br:23][C:2]1([C:6]2[Se:7][CH:8]=[CH:9][C:10]=2[C:11]2[Se:12][CH:13]=[CH:14][CH:15]=2)[CH2:3][CH:4]=[CH:5][Se:1]1. The catalyst class is: 22. (2) Reactant: [CH2:1]([N:3]1[C:7]2=[N:8][C:9]([CH2:27][CH3:28])=[C:10]([CH2:19][NH:20][C:21](=[O:26])[CH2:22][C:23](O)=[O:24])[C:11]([NH:12][CH:13]3[CH2:18][CH2:17][O:16][CH2:15][CH2:14]3)=[C:6]2[CH:5]=[N:4]1)[CH3:2].[NH2:29][CH2:30][C:31]1[CH:32]=[CH:33][C:34]([F:58])=[C:35]([C:37]2[CH:42]=[CH:41][CH:40]=[C:39]([CH2:43][N:44]3[CH2:49][CH2:48][N:47](C(OC(C)(C)C)=O)[C@@H:46]([CH3:57])[CH2:45]3)[CH:38]=2)[CH:36]=1.CN(C(ON1N=NC2C=CC=CC1=2)=[N+](C)C)C.F[P-](F)(F)(F)(F)F.CCN(CC)CC. Product: [CH2:1]([N:3]1[C:7]2=[N:8][C:9]([CH2:27][CH3:28])=[C:10]([CH2:19][NH:20][C:21](=[O:26])[CH2:22][C:23]([NH:29][CH2:30][C:31]3[CH:36]=[C:35]([C:37]4[CH:42]=[CH:41][CH:40]=[C:39]([CH2:43][N:44]5[CH2:49][CH2:48][NH:47][C@@H:46]([CH3:57])[CH2:45]5)[CH:38]=4)[C:34]([F:58])=[CH:33][CH:32]=3)=[O:24])[C:11]([NH:12][CH:13]3[CH2:14][CH2:15][O:16][CH2:17][CH2:18]3)=[C:6]2[CH:5]=[N:4]1)[CH3:2]. The catalyst class is: 157. (3) Reactant: [CH2:1]([C@H:6]1[CH2:11][CH2:10][C@H:9]([CH:12]2[CH2:17][CH2:16][CH:15]([CH:18]3[CH2:23][CH2:22][C:21](=[O:24])[CH:20]=[CH:19]3)[CH2:14][CH2:13]2)[CH2:8][CH2:7]1)[CH2:2][CH2:3][CH2:4][CH3:5].[Cl-].[NH4+]. Product: [CH2:1]([C@H:6]1[CH2:7][CH2:8][C@H:9]([CH:12]2[CH2:17][CH2:16][CH:15]([CH:18]3[CH2:23][CH2:22][C:21]([CH2:6][CH2:1][CH2:2][CH3:3])([OH:24])[CH:20]=[CH:19]3)[CH2:14][CH2:13]2)[CH2:10][CH2:11]1)[CH2:2][CH2:3][CH2:4][CH3:5]. The catalyst class is: 1. (4) Product: [CH3:1][O:2][CH2:3][CH:4]([NH:8][C:9]([C:11]1[C:19]2[C:14](=[N:15][CH:16]=[C:17]([C:20]3[C:28]4[C:23](=[CH:24][C:25]([Cl:29])=[CH:26][CH:27]=4)[N:22]([CH3:30])[N:21]=3)[N:18]=2)[NH:13][CH:12]=1)=[O:10])[CH2:5][O:6][CH3:7]. Reactant: [CH3:1][O:2][CH2:3][CH:4]([NH:8][C:9]([C:11]1[C:19]2[C:14](=[N:15][CH:16]=[C:17]([C:20]3[C:28]4[C:23](=[CH:24][C:25]([Cl:29])=[CH:26][CH:27]=4)[N:22]([CH3:30])[N:21]=3)[N:18]=2)[N:13](COCC[Si](C)(C)C)[CH:12]=1)=[O:10])[CH2:5][O:6][CH3:7].C(O)(C(F)(F)F)=O.C(N)CN. The catalyst class is: 4. (5) Reactant: C[O:2][C:3](=[O:40])[CH2:4][C@H:5]1[C:9]2[CH:10]=[CH:11][C:12]([O:14][C@H:15]3[C:23]4[C:18](=[C:19]([O:25][C:26]5[CH:31]=[CH:30][C:29]([C:32]6[N:36]([CH3:37])[N:35]=[CH:34][CH:33]=6)=[CH:28][C:27]=5[C:38]#[N:39])[CH:20]=[CH:21][C:22]=4[F:24])[CH2:17][CH2:16]3)=[CH:13][C:8]=2[O:7][CH2:6]1.[OH-].[K+]. Product: [C:38]([C:27]1[CH:28]=[C:29]([C:32]2[N:36]([CH3:37])[N:35]=[CH:34][CH:33]=2)[CH:30]=[CH:31][C:26]=1[O:25][C:19]1[CH:20]=[CH:21][C:22]([F:24])=[C:23]2[C:18]=1[CH2:17][CH2:16][C@H:15]2[O:14][C:12]1[CH:11]=[CH:10][C:9]2[C@H:5]([CH2:4][C:3]([OH:40])=[O:2])[CH2:6][O:7][C:8]=2[CH:13]=1)#[N:39]. The catalyst class is: 8. (6) Reactant: [CH3:1][O:2][C:3]1[CH:4]=[C:5]2[C:10](=[CH:11][C:12]=1[O:13][CH3:14])[N:9]=[CH:8][N:7]=[C:6]2[O:15][C:16]1[CH:22]=[CH:21][C:19]([NH2:20])=[C:18]([O:23][CH3:24])[CH:17]=1.Cl[C:26](Cl)([O:28][C:29](=[O:35])OC(Cl)(Cl)Cl)Cl.[CH:37]1(O)[CH2:43][CH2:42]C[CH2:40][CH2:39][CH2:38]1.C(=O)(O)[O-].[Na+]. Product: [CH3:1][O:2][C:3]1[CH:4]=[C:5]2[C:10](=[CH:11][C:12]=1[O:13][CH3:14])[N:9]=[CH:8][N:7]=[C:6]2[O:15][C:16]1[CH:22]=[CH:21][C:19]([NH:20][C:29](=[O:35])[O:28][CH:26]2[CH2:40][CH2:39][CH2:38][CH2:37][CH2:43][CH2:42]2)=[C:18]([O:23][CH3:24])[CH:17]=1. The catalyst class is: 208. (7) Reactant: [O:1]=[C:2]1[C:8]2([CH2:12][CH2:11][CH2:10][CH2:9]2)[NH:7][CH2:6][CH2:5][C@@H:4]([C:13]2[CH:18]=[CH:17][CH:16]=[CH:15][CH:14]=2)[N:3]1[CH2:19][C:20]([O:22]CC1C=CC=CC=1)=[O:21]. Product: [O:1]=[C:2]1[C:8]2([CH2:9][CH2:10][CH2:11][CH2:12]2)[NH:7][CH2:6][CH2:5][C@@H:4]([C:13]2[CH:18]=[CH:17][CH:16]=[CH:15][CH:14]=2)[N:3]1[CH2:19][C:20]([OH:22])=[O:21]. The catalyst class is: 19.